This data is from TCR-epitope binding with 47,182 pairs between 192 epitopes and 23,139 TCRs. The task is: Binary Classification. Given a T-cell receptor sequence (or CDR3 region) and an epitope sequence, predict whether binding occurs between them. (1) The epitope is SEVGPEHSLAEY. The TCR CDR3 sequence is CASSPHESGYTEAFF. Result: 1 (the TCR binds to the epitope). (2) The epitope is KAFSPEVIPMF. The TCR CDR3 sequence is CASSQDGREDTEAFF. Result: 0 (the TCR does not bind to the epitope). (3) The epitope is ALSKGVHFV. The TCR CDR3 sequence is CASSLVQGLAGSYEQYF. Result: 1 (the TCR binds to the epitope). (4) Result: 1 (the TCR binds to the epitope). The epitope is IPIQASLPF. The TCR CDR3 sequence is CASSLAGLEGASNTEAFF. (5) The epitope is TLIGDCATV. Result: 0 (the TCR does not bind to the epitope). The TCR CDR3 sequence is CASSQQGHQPQHF. (6) The epitope is KLGGALQAK. The TCR CDR3 sequence is CASSPAGAELYNEQFF. Result: 1 (the TCR binds to the epitope). (7) The epitope is SLFNTVATLY. The TCR CDR3 sequence is CASSTDRAAQPQHF. Result: 1 (the TCR binds to the epitope). (8) The epitope is LLQTGIHVRVSQPSL. The TCR CDR3 sequence is CASSYIRGGEQYF. Result: 1 (the TCR binds to the epitope).